This data is from Forward reaction prediction with 1.9M reactions from USPTO patents (1976-2016). The task is: Predict the product of the given reaction. (1) Given the reactants [N+:1]([C:4]1[CH:9]=[CH:8][C:7]([CH2:10][CH2:11][OH:12])=[CH:6][CH:5]=1)([O-])=O.S(OC)(O[CH3:17])(=O)=O.C([O-])([O-])=O.[K+].[K+], predict the reaction product. The product is: [CH3:17][O:12][CH2:11][CH2:10][C:7]1[CH:8]=[CH:9][C:4]([NH2:1])=[CH:5][CH:6]=1. (2) The product is: [CH3:6][C:4]([O:7][C:8]([NH:10][C@@H:11]([CH2:18][CH3:19])/[CH:12]=[CH:13]/[C:14]([OH:16])=[O:15])=[O:9])([CH3:3])[CH3:5]. Given the reactants [Li+].[OH-].[CH3:3][C:4]([O:7][C:8]([NH:10][C@@H:11]([CH2:18][CH3:19])/[CH:12]=[CH:13]/[C:14]([O:16]C)=[O:15])=[O:9])([CH3:6])[CH3:5].O, predict the reaction product. (3) Given the reactants Cl[C:2]1[C:11]2[C:6](=[CH:7][C:8]([O:14][CH3:15])=[C:9]([O:12][CH3:13])[CH:10]=2)[N:5]=[CH:4][CH:3]=1.[F:16][C:17]1[CH:18]=[C:19]([N:24]2[C:28](=[O:29])[CH2:27][CH:26]([NH:30][C:31](=[O:38])[C:32]3[CH:37]=[CH:36][CH:35]=[CH:34][CH:33]=3)[CH2:25]2)[CH:20]=[CH:21][C:22]=1[OH:23], predict the reaction product. The product is: [CH3:13][O:12][C:9]1[CH:10]=[C:11]2[C:6](=[CH:7][C:8]=1[O:14][CH3:15])[N:5]=[CH:4][CH:3]=[C:2]2[O:23][C:22]1[CH:21]=[CH:20][C:19]([N:24]2[C:28](=[O:29])[CH2:27][CH:26]([NH:30][C:31](=[O:38])[C:32]3[CH:37]=[CH:36][CH:35]=[CH:34][CH:33]=3)[CH2:25]2)=[CH:18][C:17]=1[F:16].